Dataset: NCI-60 drug combinations with 297,098 pairs across 59 cell lines. Task: Regression. Given two drug SMILES strings and cell line genomic features, predict the synergy score measuring deviation from expected non-interaction effect. (1) Drug 1: CC=C1C(=O)NC(C(=O)OC2CC(=O)NC(C(=O)NC(CSSCCC=C2)C(=O)N1)C(C)C)C(C)C. Drug 2: CN(C(=O)NC(C=O)C(C(C(CO)O)O)O)N=O. Cell line: OVCAR-4. Synergy scores: CSS=14.7, Synergy_ZIP=-5.94, Synergy_Bliss=3.37, Synergy_Loewe=-27.3, Synergy_HSA=-2.37. (2) Drug 1: C1=CC(=CC=C1CCCC(=O)O)N(CCCl)CCCl. Drug 2: C1C(C(OC1N2C=C(C(=O)NC2=O)F)CO)O. Cell line: SK-MEL-28. Synergy scores: CSS=13.2, Synergy_ZIP=-9.06, Synergy_Bliss=-12.9, Synergy_Loewe=-9.65, Synergy_HSA=-8.62.